From a dataset of Full USPTO retrosynthesis dataset with 1.9M reactions from patents (1976-2016). Predict the reactants needed to synthesize the given product. (1) Given the product [Cl:5][CH2:6][CH2:7][O:8][C:9]1[C:10]([O:17][CH3:18])=[CH:11][C:12]([CH:13]=[O:14])=[C:15]([N+:1]([O-:4])=[O:2])[CH:16]=1, predict the reactants needed to synthesize it. The reactants are: [N+:1]([O-:4])(O)=[O:2].[Cl:5][CH2:6][CH2:7][O:8][C:9]1[CH:16]=[CH:15][C:12]([CH:13]=[O:14])=[CH:11][C:10]=1[O:17][CH3:18]. (2) Given the product [Cl:1][C:2]1[C:3]([CH3:22])=[C:4]([C:24]2[N:25]=[CH:26][S:27][CH:28]=2)[C:5]([O:11][CH3:12])=[C:6]([C:8](=[O:10])[CH3:9])[CH:7]=1, predict the reactants needed to synthesize it. The reactants are: [Cl:1][C:2]1[C:3]([CH3:22])=[C:4](B2OC(C)(C)C(C)(C)O2)[C:5]([O:11][CH3:12])=[C:6]([C:8](=[O:10])[CH3:9])[CH:7]=1.Br[C:24]1[N:25]=[CH:26][S:27][CH:28]=1.C(=O)([O-])[O-].[Na+].[Na+]. (3) Given the product [S:1]1[C:13]2[CH:12]=[CH:11][CH:10]=[CH:9][C:8]=2[CH:7]=[C:6]1[C:5]([OH:15])=[O:14], predict the reactants needed to synthesize it. The reactants are: [S:1](Cl)(Cl)=O.[C:5]([OH:15])(=[O:14])[CH2:6][CH2:7][C:8]1[CH:13]=[CH:12][CH:11]=[CH:10][CH:9]=1.N1C=CC=CC=1. (4) Given the product [Cl:13][C:9]1[N:8]=[C:7]([C:6]2[N:5]([CH2:14][O:15][CH2:16][CH2:17][Si:18]([CH3:21])([CH3:20])[CH3:19])[C:4]([CH:22]3[CH2:24][CH2:23]3)=[N:3][C:2]=2[C:32]2[C:26]([F:25])=[C:27]([CH:29]=[CH:30][CH:31]=2)[NH2:28])[CH:12]=[CH:11][N:10]=1, predict the reactants needed to synthesize it. The reactants are: Br[C:2]1[N:3]=[C:4]([CH:22]2[CH2:24][CH2:23]2)[N:5]([CH2:14][O:15][CH2:16][CH2:17][Si:18]([CH3:21])([CH3:20])[CH3:19])[C:6]=1[C:7]1[CH:12]=[CH:11][N:10]=[C:9]([Cl:13])[N:8]=1.[F:25][C:26]1[C:32](B2OC(C)(C)C(C)(C)O2)=[CH:31][CH:30]=[CH:29][C:27]=1[NH2:28].C(=O)([O-])[O-].[Na+].[Na+].C(Cl)Cl. (5) Given the product [F:21][C:18]1[CH:17]=[CH:16][C:15]([CH2:14][C:11]2[CH:12]=[C:13]3[C:8]([C:7]([OH:22])=[C:6]([C:23]([NH:25][CH2:26][CH2:27][N:28]4[CH2:29][CH2:30][O:31][CH2:32][CH2:33]4)=[O:24])[C:5](=[O:34])[N:4]3[CH2:3][CH2:2][NH:1][C:50]([N:44]3[CH2:49][CH2:48][O:47][CH2:46][CH2:45]3)=[O:51])=[N:9][CH:10]=2)=[CH:20][CH:19]=1, predict the reactants needed to synthesize it. The reactants are: [NH2:1][CH2:2][CH2:3][N:4]1[C:13]2[C:8](=[N:9][CH:10]=[C:11]([CH2:14][C:15]3[CH:20]=[CH:19][C:18]([F:21])=[CH:17][CH:16]=3)[CH:12]=2)[C:7]([OH:22])=[C:6]([C:23]([NH:25][CH2:26][CH2:27][N:28]2[CH2:33][CH2:32][O:31][CH2:30][CH2:29]2)=[O:24])[C:5]1=[O:34].C(N(C(C)C)CC)(C)C.[N:44]1([C:50](Cl)=[O:51])[CH2:49][CH2:48][O:47][CH2:46][CH2:45]1. (6) Given the product [Br:1][C:2]1[CH:18]=[CH:17][C:5]2[O:26][C:7]([C:10]3[CH:15]=[CH:14][N:13]=[C:12]([NH2:16])[N:11]=3)=[C:8]([CH3:9])[C:4]=2[CH:3]=1, predict the reactants needed to synthesize it. The reactants are: [Br:1][C:2]1[CH:18]=[CH:17][C:5]2S[C:7]([C:10]3[CH:15]=[CH:14][N:13]=[C:12]([NH2:16])[N:11]=3)=[C:8]([CH3:9])[C:4]=2[CH:3]=1.BrC1C=CC([OH:26])=CC=1.BrC1C=CC(S)=CC=1. (7) Given the product [Br:1][C:2]1[CH:3]=[CH:4][C:5]2[O:10][C@:9]([CH3:16])([CH:11]([O:14][CH3:15])[O:12][CH3:13])[C@H:8]([OH:17])[C@@H:7]([N:26]([C:23]3[CH:24]=[CH:25][C:20]([F:19])=[CH:21][CH:22]=3)[CH2:27][C:28]3[N:29]=[N:30][N:31]([CH3:33])[N:32]=3)[C:6]=2[CH:18]=1, predict the reactants needed to synthesize it. The reactants are: [Br:1][C:2]1[CH:3]=[CH:4][C:5]2[O:10][C@:9]([CH3:16])([CH:11]([O:14][CH3:15])[O:12][CH3:13])[C@@H:8]3[O:17][C@@H:7]3[C:6]=2[CH:18]=1.[F:19][C:20]1[CH:25]=[CH:24][C:23]([NH:26][CH2:27][C:28]2[N:29]=[N:30][N:31]([CH3:33])[N:32]=2)=[CH:22][CH:21]=1.